From a dataset of Catalyst prediction with 721,799 reactions and 888 catalyst types from USPTO. Predict which catalyst facilitates the given reaction. (1) Reactant: [CH:1]([C:12]([O:14][CH2:15][CH3:16])=[O:13])([C:7]([O:9][CH2:10][CH3:11])=[O:8])[C:2]([O:4][CH2:5][CH3:6])=[O:3].[N+:17]([C:20]1[CH:28]=[CH:27][C:23]([CH2:24][CH2:25]O)=[CH:22][CH:21]=1)([O-:19])=[O:18].C1(P(C2C=CC=CC=2)C2C=CC=CC=2)C=CC=CC=1.N(C(OC(C)C)=O)=NC(OC(C)C)=O.C1(C)C=CC=CC=1. Product: [N+:17]([C:20]1[CH:28]=[CH:27][C:23]([CH2:24][CH2:25][C:1]([C:12]([O:14][CH2:15][CH3:16])=[O:13])([C:2]([O:4][CH2:5][CH3:6])=[O:3])[C:7]([O:9][CH2:10][CH3:11])=[O:8])=[CH:22][CH:21]=1)([O-:19])=[O:18]. The catalyst class is: 28. (2) Reactant: Br[C:2]1[CH:7]=[CH:6][N:5]=[C:4]([C:8]([F:11])([F:10])[F:9])[CH:3]=1.P([O-])([O-])([O-])=O.[K+].[K+].[K+].N1C=CC=CC=1C(O)=O.[NH2:29][C:30]1[C:35]([C:36]2[CH:41]=[CH:40][C:39]([OH:42])=[CH:38][CH:37]=2)=[CH:34][C:33]([Cl:43])=[CH:32][N:31]=1. Product: [Cl:43][C:33]1[CH:34]=[C:35]([C:36]2[CH:41]=[CH:40][C:39]([O:42][C:2]3[CH:7]=[CH:6][N:5]=[C:4]([C:8]([F:11])([F:10])[F:9])[CH:3]=3)=[CH:38][CH:37]=2)[CH:30]([NH2:29])[NH:31][CH:32]=1. The catalyst class is: 156. (3) Reactant: [CH3:1][C@H:2]([C@H:23]([CH3:27])[CH2:24][CH2:25][CH3:26])[C:3](N1[C@@H](C2C=CC=CC=2)[C@@H](C2C=CC=CC=2)OC1=O)=[O:4].O[Li].O.OO.[O:33]1CCNC1=O.C1COCC1.[Li+].[OH-].O.OO. Product: [CH3:1][C@H:2]([C@H:23]([CH3:27])[CH2:24][CH2:25][CH3:26])[C:3]([OH:4])=[O:33]. The catalyst class is: 90.